This data is from Catalyst prediction with 721,799 reactions and 888 catalyst types from USPTO. The task is: Predict which catalyst facilitates the given reaction. Reactant: [CH3:1][O:2][C:3]([C:5]1[S:9][C:8](Br)=[N:7][CH:6]=1)=[O:4].Br[Zn][C:13]1[CH:18]=[CH:17][CH:16]=[CH:15][N:14]=1. Product: [CH3:1][O:2][C:3]([C:5]1[S:9][C:8]([C:13]2[CH:18]=[CH:17][CH:16]=[CH:15][N:14]=2)=[N:7][CH:6]=1)=[O:4]. The catalyst class is: 176.